This data is from Catalyst prediction with 721,799 reactions and 888 catalyst types from USPTO. The task is: Predict which catalyst facilitates the given reaction. (1) Reactant: O.O.[Sn](Cl)Cl.[CH3:6][O:7][C:8]1[CH:13]=[C:12]([N+:14]([O-])=O)[CH:11]=[CH:10][C:9]=1[C:17]1[CH:22]=[CH:21][CH:20]=[CH:19][N:18]=1. Product: [CH3:6][O:7][C:8]1[CH:13]=[C:12]([CH:11]=[CH:10][C:9]=1[C:17]1[CH:22]=[CH:21][CH:20]=[CH:19][N:18]=1)[NH2:14]. The catalyst class is: 5. (2) Reactant: [Cl:1][C:2]1[C:24]([Cl:25])=[CH:23][C:5]2[N:6]([CH2:20][O:21][CH3:22])[C:7]([C:9]3[NH:10][C:11]4[C:16]([CH:17]=3)=[CH:15][C:14]([CH:18]=[O:19])=[CH:13][CH:12]=4)=[N:8][C:4]=2[CH:3]=1.IC.[CH3:28]C(C)([O-])C.[K+].O. Product: [Cl:1][C:2]1[C:24]([Cl:25])=[CH:23][C:5]2[N:6]([CH2:20][O:21][CH3:22])[C:7]([C:9]3[N:10]([CH3:28])[C:11]4[C:16]([CH:17]=3)=[CH:15][C:14]([CH:18]=[O:19])=[CH:13][CH:12]=4)=[N:8][C:4]=2[CH:3]=1. The catalyst class is: 9. (3) Product: [Cl:1][C:2]1[N:7]=[CH:6][C:5]([NH:8][CH3:9])=[C:4]([C:35]2[CH:34]=[CH:33][CH:32]=[CH:31][C:30]=2[CH3:36])[CH:3]=1. Reactant: [Cl:1][C:2]1[N:7]=[CH:6][C:5]([NH:8][CH3:9])=[C:4](I)[CH:3]=1.C([O-])([O-])=O.[Na+].[Na+].[CH:30]1[CH:35]=[CH:34][C:33](P([C:30]2[CH:35]=[CH:34][CH:33]=[CH:32][CH:31]=2)[C:30]2[CH:35]=[CH:34][CH:33]=[CH:32][CH:31]=2)=[CH:32][CH:31]=1.[CH3:36]COC(C)=O. The catalyst class is: 874. (4) Reactant: [Cl:1][C:2]1[C:7]([N+:8]([O-])=O)=[CH:6][C:5]([N+:11]([O-])=O)=[CH:4][N:3]=1.[CH3:14][CH:15]1[CH2:19][CH2:18][CH:17]([CH3:20])[NH:16]1.[H][H].C1CCCCC=1. Product: [ClH:1].[ClH:1].[NH2:8][C:7]1[C:2]([N:16]2[CH:17]([CH3:20])[CH2:18][CH2:19][CH:15]2[CH3:14])=[N:3][CH:4]=[C:5]([NH2:11])[CH:6]=1. The catalyst class is: 29. (5) The catalyst class is: 17. Product: [CH2:28]([O:27][CH2:26][CH2:25][N:22]1[C:23](=[O:24])[C@@H:17]([NH:16][C:15]([C@@H:13]([O:12][C:11](=[O:10])[NH:49][CH2:48][CH2:47][F:46])[CH3:14])=[O:43])[C:18]2[CH:42]=[CH:41][CH:40]=[CH:39][C:19]=2[C:20]2[CH:38]=[CH:37][CH:36]=[CH:35][C:21]1=2)[C:29]1[CH:30]=[CH:31][CH:32]=[CH:33][CH:34]=1. Reactant: [N+](C1C=CC([O:10][C:11](=O)[O:12][C@H:13]([C:15](=[O:43])[NH:16][C@@H:17]2[C:23](=[O:24])[N:22]([CH2:25][CH2:26][O:27][CH2:28][C:29]3[CH:34]=[CH:33][CH:32]=[CH:31][CH:30]=3)[C:21]3[CH:35]=[CH:36][CH:37]=[CH:38][C:20]=3[C:19]3[CH:39]=[CH:40][CH:41]=[CH:42][C:18]2=3)[CH3:14])=CC=1)([O-])=O.Cl.[F:46][CH2:47][CH2:48][NH2:49]. (6) Reactant: CS(C)=O.C(Cl)(=O)C(Cl)=O.[F:11][C:12]([F:25])([F:24])[C:13]1[CH:23]=[CH:22][C:16]([O:17][CH2:18][CH2:19][CH2:20][OH:21])=[CH:15][CH:14]=1.C(N(CC)CC)C. Product: [F:11][C:12]([F:24])([F:25])[C:13]1[CH:23]=[CH:22][C:16]([O:17][CH2:18][CH2:19][CH:20]=[O:21])=[CH:15][CH:14]=1. The catalyst class is: 46.